From a dataset of Forward reaction prediction with 1.9M reactions from USPTO patents (1976-2016). Predict the product of the given reaction. (1) The product is: [Br:1][C:2]1[C:3]([N:17]2[CH2:22][CH2:21][CH:20]([CH2:23][OH:24])[CH2:19][CH2:18]2)=[N:4][C:5]([Cl:8])=[N:6][CH:7]=1. Given the reactants [Br:1][C:2]1[C:3](Cl)=[N:4][C:5]([Cl:8])=[N:6][CH:7]=1.C(N(CC)CC)C.[NH:17]1[CH2:22][CH2:21][CH:20]([CH2:23][OH:24])[CH2:19][CH2:18]1.O, predict the reaction product. (2) Given the reactants [NH:1]([C:3]1[N:8](CC(C)C)C(=O)N(C)C(=O)C=1)N.ClC1C=C2C(=CC=1)NC=C2C=O.C(C1C=C(C=O)N(C)C=1)(=O)C.[C:39]([C:42]1[CH:43]=[C:44]([C:48]2[N:49]([CH2:64][C:65]3[C:73]4[C:68](=[CH:69][CH:70]=[C:71]([Cl:74])[CH:72]=4)[NH:67][CH:66]=3)[N:50]=[C:51]3[C:56]=2[C:55](=[O:57])[N:54]([CH3:58])[C:53](=[O:59])[N:52]3[CH2:60][CH:61]([CH3:63])[CH3:62])[N:45]([CH3:47])[CH:46]=1)(=O)[CH3:40].C[Si](N=C=N[Si](C)(C)C)(C)C, predict the reaction product. The product is: [Cl:74][C:71]1[CH:72]=[C:73]2[C:68](=[CH:69][CH:70]=1)[NH:67][CH:66]=[C:65]2[CH2:64][N:49]1[C:48]([C:44]2[N:45]([CH3:47])[CH:46]=[C:42]([C:39](=[N:8][C:3]#[N:1])[CH3:40])[CH:43]=2)=[C:56]2[C:51]([N:52]([CH2:60][CH:61]([CH3:62])[CH3:63])[C:53](=[O:59])[N:54]([CH3:58])[C:55]2=[O:57])=[N:50]1. (3) Given the reactants [CH2:1]([O:8][C:9](=[O:35])[C:10]([NH:12][C:13]1[CH:34]=[CH:33][C:16]([CH2:17][C@@H:18]([C:27]([O:29]CC=C)=[O:28])[NH:19][C:20]([O:22][C:23]([CH3:26])([CH3:25])[CH3:24])=[O:21])=[CH:15][CH:14]=1)=[O:11])[C:2]1[CH:7]=[CH:6][CH:5]=[CH:4][CH:3]=1.N1CCOCC1, predict the reaction product. The product is: [CH2:1]([O:8][C:9](=[O:35])[C:10]([NH:12][C:13]1[CH:34]=[CH:33][C:16]([CH2:17][C@@H:18]([C:27]([OH:29])=[O:28])[NH:19][C:20]([O:22][C:23]([CH3:26])([CH3:25])[CH3:24])=[O:21])=[CH:15][CH:14]=1)=[O:11])[C:2]1[CH:7]=[CH:6][CH:5]=[CH:4][CH:3]=1. (4) Given the reactants C([O:3][C:4]([C:6]1[N:10]([CH2:11][C:12]2[CH:17]=[CH:16][CH:15]=[C:14]([Cl:18])[CH:13]=2)[C:9]2[S:19][C:20](Br)=[CH:21][C:8]=2[CH:7]=1)=[O:5])C.[CH3:23][C:24]1[S:28][C:27]([Sn](CCCC)(CCCC)CCCC)=[CH:26][CH:25]=1, predict the reaction product. The product is: [Cl:18][C:14]1[CH:13]=[C:12]([CH:17]=[CH:16][CH:15]=1)[CH2:11][N:10]1[C:6]([C:4]([OH:3])=[O:5])=[CH:7][C:8]2[CH:21]=[C:20]([C:27]3[S:28][C:24]([CH3:23])=[CH:25][CH:26]=3)[S:19][C:9]1=2. (5) The product is: [NH2:12][C:8]1[C:9]([CH3:11])=[CH:10][C:2]([F:1])=[C:3]([CH:7]=1)[C:4]([OH:6])=[O:5]. Given the reactants [F:1][C:2]1[CH:10]=[C:9]([CH3:11])[C:8]([N+:12]([O-])=O)=[CH:7][C:3]=1[C:4]([OH:6])=[O:5].C([O-])=O.[NH4+], predict the reaction product. (6) Given the reactants [Si:1]([O:8][CH2:9][CH2:10][C:11]1[CH:16]=[CH:15][C:14]([Cl:17])=[CH:13][C:12]=1[C:18]([C:20]1[CH:24]=[C:23]([CH:25]2[O:29][CH2:28][CH2:27][O:26]2)[S:22][C:21]=1[CH3:30])=[O:19])([C:4]([CH3:7])([CH3:6])[CH3:5])([CH3:3])[CH3:2].C1(C)C=CC=CC=1, predict the reaction product. The product is: [Si:1]([O:8][CH2:9][CH2:10][C:11]1[CH:16]=[CH:15][C:14]([Cl:17])=[CH:13][C:12]=1[C@H:18]([C:20]1[CH:24]=[C:23]([CH:25]2[O:29][CH2:28][CH2:27][O:26]2)[S:22][C:21]=1[CH3:30])[OH:19])([C:4]([CH3:7])([CH3:6])[CH3:5])([CH3:2])[CH3:3]. (7) Given the reactants [NH2:1][C@@H:2]([CH3:19])[CH2:3][N:4]1[CH:8]=[CH:7][C:6]([C:9]2[CH:16]=[CH:15][C:12]([C:13]#[N:14])=[C:11]([Cl:17])[C:10]=2[F:18])=[N:5]1.[N:20]1[C:21]([C:29](O)=[O:30])=[CH:22][N:23]2[CH:28]=[CH:27][CH:26]=[N:25][C:24]=12.C1C=CC2N(O)N=NC=2C=1.CCN(C(C)C)C(C)C.CCN=C=NCCCN(C)C, predict the reaction product. The product is: [Cl:17][C:11]1[C:10]([F:18])=[C:9]([C:6]2[CH:7]=[CH:8][N:4]([CH2:3][C@@H:2]([NH:1][C:29]([C:21]3[N:20]=[C:24]4[N:25]=[CH:26][CH:27]=[CH:28][N:23]4[CH:22]=3)=[O:30])[CH3:19])[N:5]=2)[CH:16]=[CH:15][C:12]=1[C:13]#[N:14]. (8) Given the reactants CS(O[CH2:6][CH2:7][CH:8]([CH3:16])[C:9]([F:15])([F:14])[C:10]([F:13])([F:12])[F:11])(=O)=O.[F:17][C:18]([F:30])([F:29])[CH2:19][CH2:20][S:21]([CH2:24][C:25]([O:27][CH3:28])=[O:26])(=[O:23])=[O:22].C(=O)([O-])[O-].[K+].[K+].Cl, predict the reaction product. The product is: [F:15][C:9]([F:14])([C:10]([F:11])([F:12])[F:13])[CH:8]([CH3:16])[CH2:7][CH2:6][CH:24]([S:21]([CH2:20][CH2:19][C:18]([F:29])([F:30])[F:17])(=[O:23])=[O:22])[C:25]([O:27][CH3:28])=[O:26]. (9) Given the reactants C([Li])(CC)C.C1CCCCC1.[C:12]1([C:18]2[CH:36]=[CH:35][C:21]3[S:22][C:23]4[CH:28]=[CH:27][C:26]([C:29]5[CH:34]=[CH:33][CH:32]=[CH:31][CH:30]=5)=[CH:25][C:24]=4[C:20]=3[CH:19]=2)[CH:17]=[CH:16][CH:15]=[CH:14][CH:13]=1.C(O[B:41]1[O:45][C:44]([CH3:47])([CH3:46])[C:43]([CH3:49])([CH3:48])[O:42]1)(C)C, predict the reaction product. The product is: [C:29]1([C:26]2[CH:27]=[C:28]([B:41]3[O:45][C:44]([CH3:47])([CH3:46])[C:43]([CH3:49])([CH3:48])[O:42]3)[C:23]3[S:22][C:21]4[CH:35]=[CH:36][C:18]([C:12]5[CH:17]=[CH:16][CH:15]=[CH:14][CH:13]=5)=[CH:19][C:20]=4[C:24]=3[CH:25]=2)[CH:30]=[CH:31][CH:32]=[CH:33][CH:34]=1. (10) Given the reactants [F:1][C:2]([F:33])([F:32])[C:3]1[CH:4]=[C:5]([CH:25]=[C:26]([C:28]([F:31])([F:30])[F:29])[CH:27]=1)[C:6]([N:8]1[CH2:24][CH2:23][C:11]2([C:15](=[O:16])[NH:14][CH2:13][CH:12]2[C:17]2[CH:22]=[CH:21][CH:20]=[CH:19][CH:18]=2)[CH2:10][CH2:9]1)=[O:7].Cl[CH2:35][CH2:36][N:37]1[CH2:41][CH2:40][CH2:39][CH2:38]1, predict the reaction product. The product is: [F:31][C:28]([F:29])([F:30])[C:26]1[CH:25]=[C:5]([CH:4]=[C:3]([C:2]([F:1])([F:32])[F:33])[CH:27]=1)[C:6]([N:8]1[CH2:9][CH2:10][C:11]2([C:15](=[O:16])[N:14]([CH2:35][CH2:36][N:37]3[CH2:41][CH2:40][CH2:39][CH2:38]3)[CH2:13][CH:12]2[C:17]2[CH:18]=[CH:19][CH:20]=[CH:21][CH:22]=2)[CH2:23][CH2:24]1)=[O:7].